This data is from Peptide-MHC class I binding affinity with 185,985 pairs from IEDB/IMGT. The task is: Regression. Given a peptide amino acid sequence and an MHC pseudo amino acid sequence, predict their binding affinity value. This is MHC class I binding data. (1) The peptide sequence is TSTLQEQIAW. The MHC is HLA-B57:01 with pseudo-sequence HLA-B57:01. The binding affinity (normalized) is 0.658. (2) The MHC is HLA-B08:01 with pseudo-sequence HLA-B08:01. The peptide sequence is FKRTSFFLW. The binding affinity (normalized) is 0. (3) The peptide sequence is DRFFKTLRA. The MHC is HLA-A01:01 with pseudo-sequence HLA-A01:01. The binding affinity (normalized) is 0. (4) The peptide sequence is TLKGTSYKM. The MHC is HLA-B48:01 with pseudo-sequence HLA-B48:01. The binding affinity (normalized) is 0.0847. (5) The peptide sequence is CSEVPQSGY. The MHC is HLA-A30:01 with pseudo-sequence HLA-A30:01. The binding affinity (normalized) is 0.0847. (6) The peptide sequence is LPGPDTRHL. The MHC is HLA-B45:01 with pseudo-sequence HLA-B45:01. The binding affinity (normalized) is 0.